This data is from Catalyst prediction with 721,799 reactions and 888 catalyst types from USPTO. The task is: Predict which catalyst facilitates the given reaction. (1) Reactant: [CH2:1]([N:8]1[CH:13]=[CH:12][C:11]([C:14]([O:16]CC2C=CC=CC=2)=[O:15])=[CH:10][C:9]1=[O:24])[C:2]1[CH:7]=[CH:6][CH:5]=[CH:4][CH:3]=1.[OH-].[Na+].Cl. The catalyst class is: 24. Product: [CH2:1]([N:8]1[CH:13]=[CH:12][C:11]([C:14]([OH:16])=[O:15])=[CH:10][C:9]1=[O:24])[C:2]1[CH:3]=[CH:4][CH:5]=[CH:6][CH:7]=1. (2) Reactant: [Si:1]([O:8][CH2:9][C:10]1[N:15]=[C:14]([CH2:16][CH2:17][C:18]([O:20]CC)=[O:19])[CH:13]=[CH:12][CH:11]=1)([C:4]([CH3:7])([CH3:6])[CH3:5])([CH3:3])[CH3:2].[OH-].[Na+]. Product: [Si:1]([O:8][CH2:9][C:10]1[N:15]=[C:14]([CH2:16][CH2:17][C:18]([OH:20])=[O:19])[CH:13]=[CH:12][CH:11]=1)([C:4]([CH3:7])([CH3:6])[CH3:5])([CH3:3])[CH3:2]. The catalyst class is: 8. (3) Reactant: [OH-].C[N+](C)(C)CC1C=CC=CC=1.[CH2:13]([C:15]1[S:16][CH:17]=[C:18]([C:20]([N:22]2[CH2:27][C:26]3([CH2:32][CH2:31][N:30]([CH2:33][CH2:34][C:35]4[CH:40]=[CH:39][C:38]([CH2:41][CH2:42][OH:43])=[CH:37][CH:36]=4)[CH2:29][CH2:28]3)[O:25][CH2:24][CH2:23]2)=[O:21])[N:19]=1)[CH3:14].[C:44]([O:48][C:49]([CH3:52])([CH3:51])[CH3:50])(=[O:47])[CH:45]=[CH2:46]. Product: [CH2:13]([C:15]1[S:16][CH:17]=[C:18]([C:20]([N:22]2[CH2:27][C:26]3([CH2:32][CH2:31][N:30]([CH2:33][CH2:34][C:35]4[CH:36]=[CH:37][C:38]([CH2:41][CH2:42][O:43][CH2:46][CH2:45][C:44]([O:48][C:49]([CH3:52])([CH3:51])[CH3:50])=[O:47])=[CH:39][CH:40]=4)[CH2:29][CH2:28]3)[O:25][CH2:24][CH2:23]2)=[O:21])[N:19]=1)[CH3:14]. The catalyst class is: 10. (4) Reactant: C(OC([N:8]1[CH2:13][CH2:12][C:11]2[N:14]([CH3:32])[C:15]([C:17]3[CH:22]=[CH:21][N:20]=[C:19]([NH:23][CH2:24][C:25]4[CH:30]=[CH:29][CH:28]=[C:27]([Cl:31])[CH:26]=4)[N:18]=3)=[CH:16][C:10]=2[C:9]1=[O:33])=O)(C)(C)C. Product: [ClH:31].[Cl:31][C:27]1[CH:26]=[C:25]([CH:30]=[CH:29][CH:28]=1)[CH2:24][NH:23][C:19]1[N:18]=[C:17]([C:15]2[N:14]([CH3:32])[C:11]3[CH2:12][CH2:13][NH:8][C:9](=[O:33])[C:10]=3[CH:16]=2)[CH:22]=[CH:21][N:20]=1. The catalyst class is: 89. (5) Reactant: [CH2:1]([O:4][C:5]1[CH:6]=[CH:7][C:8]([N+:22]([O-])=O)=[C:9]([C:11]([C:13]2[CH:18]=[CH:17][C:16]([CH:19]([CH3:21])[CH3:20])=[CH:15][CH:14]=2)=[O:12])[CH:10]=1)[CH:2]=[CH2:3]. Product: [CH2:1]([O:4][C:5]1[CH:6]=[CH:7][C:8]([NH2:22])=[C:9]([C:11]([C:13]2[CH:14]=[CH:15][C:16]([CH:19]([CH3:20])[CH3:21])=[CH:17][CH:18]=2)=[O:12])[CH:10]=1)[CH:2]=[CH2:3]. The catalyst class is: 180. (6) Reactant: CO.C1COCC1.O.[NH2:9][NH2:10].[CH3:11][C:12]1[CH:33]=[CH:32][C:31]([CH3:34])=[CH:30][C:13]=1[O:14][CH2:15][C:16]1[CH:21]=[CH:20][CH:19]=[CH:18][C:17]=1[C:22](=[N:27][O:28][CH3:29])[C:23](OC)=[O:24]. Product: [CH3:11][C:12]1[CH:33]=[CH:32][C:31]([CH3:34])=[CH:30][C:13]=1[O:14][CH2:15][C:16]1[CH:21]=[CH:20][CH:19]=[CH:18][C:17]=1[C:22](=[N:27][O:28][CH3:29])[C:23]([NH:9][NH2:10])=[O:24]. The catalyst class is: 6. (7) Reactant: [NH2:1][C:2]([NH:4][C:5]1[CH:6]=[C:7]([CH:33]=[CH:34][CH:35]=1)[C:8]([NH:10][C:11]1[CH:12]=[CH:13][C:14]2[N:18]=[CH:17][N:16]([CH:19]([C:26]3[CH:31]=[CH:30][CH:29]=[CH:28][CH:27]=3)[CH2:20][C:21]([O:23]CC)=[O:22])[C:15]=2[CH:32]=1)=[O:9])=[NH:3]. Product: [NH2:3][C:2]([NH:4][C:5]1[CH:6]=[C:7]([CH:33]=[CH:34][CH:35]=1)[C:8]([NH:10][C:11]1[CH:12]=[CH:13][C:14]2[N:18]=[CH:17][N:16]([CH:19]([C:26]3[CH:27]=[CH:28][CH:29]=[CH:30][CH:31]=3)[CH2:20][C:21]([OH:23])=[O:22])[C:15]=2[CH:32]=1)=[O:9])=[NH:1]. The catalyst class is: 33. (8) Product: [OH:26][C@H:23]1[CH2:24][CH2:25][C@H:20]([N:10]([C:11]([C@H:13]2[CH2:14][CH2:15][C@H:16]([CH3:19])[CH2:17][CH2:18]2)=[O:12])[C:9]2[CH:8]=[C:7]([C:27]3[CH2:32][CH2:31][CH:30]([O:33][C:34]4[CH:39]=[CH:38][CH:37]=[CH:36][CH:35]=4)[CH2:29][CH:28]=3)[S:6][C:5]=2[C:3]([OH:4])=[O:2])[CH2:21][CH2:22]1. Reactant: C[O:2][C:3]([C:5]1[S:6][C:7]([C:27]2[CH2:32][CH2:31][CH:30]([O:33][C:34]3[CH:39]=[CH:38][CH:37]=[CH:36][CH:35]=3)[CH2:29][CH:28]=2)=[CH:8][C:9]=1[N:10]([C@H:20]1[CH2:25][CH2:24][C@H:23]([OH:26])[CH2:22][CH2:21]1)[C:11]([C@H:13]1[CH2:18][CH2:17][C@H:16]([CH3:19])[CH2:15][CH2:14]1)=[O:12])=[O:4].[Li+].[OH-].O. The catalyst class is: 278.